Predict the product of the given reaction. From a dataset of Forward reaction prediction with 1.9M reactions from USPTO patents (1976-2016). Given the reactants [Br:1][C:2]1[CH:7]=[CH:6][C:5]([NH:8][CH2:9][CH:10]2[CH2:15][CH2:14][N:13]([C:16]([O:18][CH2:19][C:20]3[CH:25]=[CH:24][CH:23]=[CH:22][CH:21]=3)=[O:17])[CH2:12][CH2:11]2)=[C:4]([N+:26]([O-])=O)[CH:3]=1.[CH:29](OCC)(OCC)OCC, predict the reaction product. The product is: [Br:1][C:2]1[CH:7]=[CH:6][C:5]2[N:8]([CH2:9][CH:10]3[CH2:15][CH2:14][N:13]([C:16]([O:18][CH2:19][C:20]4[CH:25]=[CH:24][CH:23]=[CH:22][CH:21]=4)=[O:17])[CH2:12][CH2:11]3)[CH:29]=[N:26][C:4]=2[CH:3]=1.